This data is from Reaction yield outcomes from USPTO patents with 853,638 reactions. The task is: Predict the reaction yield, written as a fraction of the theoretical maximum amount of product (1.0 means a 100% yield; for example, 0.34 means a 34% yield). The reactants are [NH:1]1[C:5]2=[N:6][CH:7]=[CH:8][C:9]([NH:10][C:11]3[CH:15]=[CH:14][S:13][C:12]=3[C:16]([OH:18])=O)=[C:4]2[CH:3]=[CH:2]1.[N:19]([CH2:22][C@H:23]([C:25]1[CH:30]=[CH:29][CH:28]=[CH:27][CH:26]=1)[NH2:24])=[N+:20]=[N-:21].CCN(C(C)C)C(C)C.O. The catalyst is CN(C=O)C. The product is [N:19]([CH2:22][C@@H:23]([NH:24][C:16]([C:12]1[S:13][CH:14]=[CH:15][C:11]=1[NH:10][C:9]1[CH:8]=[CH:7][N:6]=[C:5]2[NH:1][CH:2]=[CH:3][C:4]=12)=[O:18])[C:25]1[CH:26]=[CH:27][CH:28]=[CH:29][CH:30]=1)=[N+:20]=[N-:21]. The yield is 0.790.